From a dataset of Catalyst prediction with 721,799 reactions and 888 catalyst types from USPTO. Predict which catalyst facilitates the given reaction. (1) Reactant: [Cl:1][C:2]1[CH:7]=[CH:6][C:5]([C:8]2[CH:9]=[CH:10][C:11]([CH2:19][CH3:20])=[C:12]([C:14](=[O:18])[C:15](O)=[O:16])[CH:13]=2)=[CH:4][CH:3]=1.S(Cl)([Cl:23])=O. Product: [Cl:1][C:2]1[CH:7]=[CH:6][C:5]([C:8]2[CH:9]=[CH:10][C:11]([CH2:19][CH3:20])=[C:12]([C:14](=[O:18])[C:15]([Cl:23])=[O:16])[CH:13]=2)=[CH:4][CH:3]=1. The catalyst class is: 885. (2) Reactant: [CH:1]([C:3]1[CH:22]=[CH:21][C:6]([CH2:7][N:8]2[CH2:13][CH2:12][CH:11]([N:14]([CH:18]([CH3:20])[CH3:19])[C:15](=[O:17])[CH3:16])[CH2:10][CH2:9]2)=[CH:5][CH:4]=1)=O.OS([O-])=O.[Na+].CC1C=CC(S(O)(=O)=O)=CC=1.[NH2:39][C:40]1[CH:48]=[C:47]([O:49][CH3:50])[CH:46]=[C:45]([O:51][CH3:52])[C:41]=1[C:42]([NH2:44])=[O:43]. Product: [CH3:52][O:51][C:45]1[CH:46]=[C:47]([O:49][CH3:50])[CH:48]=[C:40]2[C:41]=1[C:42](=[O:43])[NH:44][C:1]([C:3]1[CH:4]=[CH:5][C:6]([CH2:7][N:8]3[CH2:13][CH2:12][CH:11]([N:14]([CH:18]([CH3:19])[CH3:20])[C:15](=[O:17])[CH3:16])[CH2:10][CH2:9]3)=[CH:21][CH:22]=1)=[N:39]2. The catalyst class is: 44. (3) Reactant: [CH2:1]([N:5]1[C:9]([CH2:10][O:11][C:12]2[CH:17]=[CH:16][CH:15]=[CH:14][C:13]=2[CH2:18][C@@H:19]([O:25][C:26]2[C:27]3[C:34]([C:35]4[CH:40]=[CH:39][C:38]([O:41][CH2:42][CH2:43][N:44]5[CH2:49][CH2:48][N:47]([CH3:50])[CH2:46][CH2:45]5)=[C:37]([Cl:51])[C:36]=4[CH3:52])=[C:33](I)[S:32][C:28]=3[N:29]=[CH:30][N:31]=2)[C:20]([O:22][CH2:23][CH3:24])=[O:21])=[CH:8][CH:7]=[N:6]1)[CH2:2][CH2:3][CH3:4]. Product: [CH2:1]([N:5]1[C:9]([CH2:10][O:11][C:12]2[CH:17]=[CH:16][CH:15]=[CH:14][C:13]=2[CH2:18][C@@H:19]([O:25][C:26]2[C:27]3[C:34]([C:35]4[CH:40]=[CH:39][C:38]([O:41][CH2:42][CH2:43][N:44]5[CH2:49][CH2:48][N:47]([CH3:50])[CH2:46][CH2:45]5)=[C:37]([Cl:51])[C:36]=4[CH3:52])=[C:33]([C:1]#[C:2][CH2:3][CH3:4])[S:32][C:28]=3[N:29]=[CH:30][N:31]=2)[C:20]([O:22][CH2:23][CH3:24])=[O:21])=[CH:8][CH:7]=[N:6]1)[CH2:2][CH2:3][CH3:4]. The catalyst class is: 778. (4) Reactant: C([CH:4]([C:9]1[CH:14]=[CH:13][C:12]([Cl:15])=[C:11]([Cl:16])[CH:10]=1)[C:5]([O:7][CH3:8])=[O:6])(=S)C.[S:17](=O)(=O)(O)O.[CH:22]([C:24]([CH3:26])=[O:25])=[CH2:23].C(N(CC)CC)C. Product: [Cl:16][C:11]1[CH:10]=[C:9]([CH:4]([S:17][CH2:23][CH2:22][C:24](=[O:25])[CH3:26])[C:5]([O:7][CH3:8])=[O:6])[CH:14]=[CH:13][C:12]=1[Cl:15]. The catalyst class is: 370.